Regression/Classification. Given a drug SMILES string, predict its absorption, distribution, metabolism, or excretion properties. Task type varies by dataset: regression for continuous measurements (e.g., permeability, clearance, half-life) or binary classification for categorical outcomes (e.g., BBB penetration, CYP inhibition). Dataset: cyp2c9_veith. From a dataset of CYP2C9 inhibition data for predicting drug metabolism from PubChem BioAssay. (1) The molecule is Cc1ccc2nc(SCC(=O)Nc3nnc(SCC(N)=O)s3)[nH]c2c1. The result is 1 (inhibitor). (2) The compound is Cc1cc(C)cc(N(C(=O)c2csnn2)C(C(=O)NC(C)(C)C)c2cccs2)c1. The result is 0 (non-inhibitor). (3) The drug is COc1ccc(C(=O)N2CCC[C@@]3(CCN(Cc4ccc(C#N)cc4)C3)C2)cc1. The result is 0 (non-inhibitor).